The task is: Predict which catalyst facilitates the given reaction.. This data is from Catalyst prediction with 721,799 reactions and 888 catalyst types from USPTO. (1) Reactant: [F:1][C:2]1[CH:10]=[C:9]2[C:5]([CH:6]=[N:7][NH:8]2)=[CH:4][C:3]=1[CH2:11][C:12]1[N:16]2[N:17]=[C:18]([C:21]3[CH:22]=[N:23][N:24]([CH3:26])[CH:25]=3)[CH:19]=[CH:20][C:15]2=[N:14][CH:13]=1.[H-].[Na+].I[CH3:30].O. Product: [F:1][C:2]1[CH:10]=[C:9]2[C:5]([CH:6]=[N:7][N:8]2[CH3:30])=[CH:4][C:3]=1[CH2:11][C:12]1[N:16]2[N:17]=[C:18]([C:21]3[CH:22]=[N:23][N:24]([CH3:26])[CH:25]=3)[CH:19]=[CH:20][C:15]2=[N:14][CH:13]=1. The catalyst class is: 3. (2) Reactant: [F:1][C:2]1[CH:3]=[C:4]([C:8]2[C:16]3[C:11](=[CH:12][CH:13]=[C:14]([C:17]([O:19][CH3:20])=[O:18])[CH:15]=3)[NH:10][N:9]=2)[CH:5]=[CH:6][CH:7]=1.[H-].[Na+].Cl[C:24]([C:37]1[CH:42]=[CH:41][CH:40]=[CH:39][CH:38]=1)([C:31]1[CH:36]=[CH:35][CH:34]=[CH:33][CH:32]=1)[C:25]1[CH:30]=[CH:29][CH:28]=[CH:27][CH:26]=1.C(=O)([O-])O.[Na+]. Product: [F:1][C:2]1[CH:3]=[C:4]([C:8]2[C:16]3[C:11](=[CH:12][CH:13]=[C:14]([C:17]([O:19][CH3:20])=[O:18])[CH:15]=3)[N:10]([C:24]([C:25]3[CH:30]=[CH:29][CH:28]=[CH:27][CH:26]=3)([C:37]3[CH:38]=[CH:39][CH:40]=[CH:41][CH:42]=3)[C:31]3[CH:32]=[CH:33][CH:34]=[CH:35][CH:36]=3)[N:9]=2)[CH:5]=[CH:6][CH:7]=1. The catalyst class is: 7. (3) Reactant: I.[NH2:2][C:3]1[C:4]([C:11]([NH:13][C:14](=[NH:17])SC)=[O:12])=[N:5][C:6]([Cl:10])=[C:7]([NH2:9])[N:8]=1.[OH:18][C:19]1[CH:24]=[CH:23][C:22]([CH2:25][CH2:26][CH2:27][CH2:28][CH2:29][NH2:30])=[CH:21][CH:20]=1. Product: [ClH:10].[OH:18][C:19]1[CH:20]=[CH:21][C:22]([CH2:25][CH2:26][CH2:27][CH2:28][CH2:29][NH:30][C:14]([NH:13][C:11]([C:4]2[C:3]([NH2:2])=[N:8][C:7]([NH2:9])=[C:6]([Cl:10])[N:5]=2)=[O:12])=[NH:17])=[CH:23][CH:24]=1. The catalyst class is: 36. (4) Reactant: C1(C)C=CC=CC=1.C([Li])CCC.Br[C:14]1[CH:15]=[N:16][CH:17]=[CH:18][CH:19]=1.[O:20]1[CH2:25][CH2:24][C:23](=[O:26])[CH2:22][CH2:21]1. Product: [OH:26][C:23]1([C:14]2[CH:15]=[N:16][CH:17]=[CH:18][CH:19]=2)[CH2:24][CH2:25][O:20][CH2:21][CH2:22]1. The catalyst class is: 392. (5) Reactant: [NH:1]([C:10]([O:12][C:13]([CH3:16])([CH3:15])[CH3:14])=[O:11])[C@H:2]([C:7]([OH:9])=O)[CH2:3][C:4](=O)[NH2:5].C1CCC(N=C=NC2CCCCC2)CC1.[NH2:32][C:33]1[CH:45]=[CH:44][C:36]([C:37]([O:39][C:40]([CH3:43])([CH3:42])[CH3:41])=[O:38])=[CH:35][CH:34]=1.CCOC(C)=O. Product: [C:13]([O:12][C:10]([NH:1][C@@H:2]([CH2:3][C:4]#[N:5])[C:7]([NH:32][C:33]1[CH:45]=[CH:44][C:36]([C:37]([O:39][C:40]([CH3:41])([CH3:42])[CH3:43])=[O:38])=[CH:35][CH:34]=1)=[O:9])=[O:11])([CH3:16])([CH3:15])[CH3:14]. The catalyst class is: 3. (6) Reactant: [OH:1][C@H:2]1[CH2:6][CH2:5][NH:4][C@@H:3]1[C:7]([OH:9])=[O:8].C(N(C(C)C)CC)(C)C.[C:19]([O:23][C:24](O[C:24]([O:23][C:19]([CH3:22])([CH3:21])[CH3:20])=[O:25])=[O:25])([CH3:22])([CH3:21])[CH3:20]. Product: [C:19]([O:23][C:24]([N:4]1[CH2:5][CH2:6][C@H:2]([OH:1])[C@H:3]1[C:7]([OH:9])=[O:8])=[O:25])([CH3:22])([CH3:21])[CH3:20]. The catalyst class is: 5.